From a dataset of Forward reaction prediction with 1.9M reactions from USPTO patents (1976-2016). Predict the product of the given reaction. (1) Given the reactants [C:1]([O:4][C@@H:5]1[C@@H:13]([C@@:14]2([CH3:41])[CH2:19][CH2:18][C@H:17]([O:20][Si:21]([C:34]([CH3:37])([CH3:36])[CH3:35])([C:28]3[CH:33]=[CH:32][CH:31]=[CH:30][CH:29]=3)[C:22]3[CH:27]=[CH:26][CH:25]=[CH:24][CH:23]=3)[CH2:16][C@@H:15]2[CH2:38][CH2:39][OH:40])[CH2:12][CH2:11][C@@:10]2([CH3:42])[C@H:6]1[CH2:7][CH2:8][C:9]2=[CH2:43])(=[O:3])[CH3:2].Cl[C:45]1[N:50]=[CH:49][CH:48]=[CH:47][N:46]=1.[H-].[Na+], predict the reaction product. The product is: [C:1]([O:4][C@@H:5]1[C@@H:13]([C@@:14]2([CH3:41])[CH2:19][CH2:18][C@H:17]([O:20][Si:21]([C:34]([CH3:35])([CH3:36])[CH3:37])([C:28]3[CH:29]=[CH:30][CH:31]=[CH:32][CH:33]=3)[C:22]3[CH:23]=[CH:24][CH:25]=[CH:26][CH:27]=3)[CH2:16][C@@H:15]2[CH2:38][CH2:39][O:40][C:45]2[N:50]=[CH:49][CH:48]=[CH:47][N:46]=2)[CH2:12][CH2:11][C@@:10]2([CH3:42])[C@H:6]1[CH2:7][CH2:8][C:9]2=[CH2:43])(=[O:3])[CH3:2]. (2) Given the reactants [CH:1]1([N:4]2[CH:8]=[C:7]([NH:9]C(=O)OC(C)(C)C)[N:6]=[CH:5]2)[CH2:3][CH2:2]1.[ClH:17], predict the reaction product. The product is: [ClH:17].[CH:1]1([N:4]2[CH:8]=[C:7]([NH2:9])[N:6]=[CH:5]2)[CH2:3][CH2:2]1. (3) The product is: [S:49]1[C:53]2[CH:54]=[CH:55][CH:56]=[CH:57][C:52]=2[N:51]=[C:50]1[NH:58][C:59]([C:61]1[CH:62]=[CH:63][CH:64]=[C:65]2[C:70]=1[CH2:69][N:68]([C:71]1[N:76]=[C:75]([C:77]([OH:79])=[O:78])[C:74]([CH2:84][CH2:85][CH2:86][O:87][C:88]3[CH:89]=[CH:90][C:91]([NH:94][CH:95]4[CH2:100][CH2:99][N:98]([CH3:101])[CH2:97][CH2:96]4)=[CH:92][CH:93]=3)=[CH:73][CH:72]=1)[CH2:67][CH2:66]2)=[O:60]. Given the reactants S1C2C=CC=CC=2N=C1NC(C1C=CC=C2C=1CN(C1N=C(C(O)=O)C(CCCOC3C=CC(N4CCN(C)CC4)=CC=3)=CC=1)CC2)=O.[S:49]1[C:53]2[CH:54]=[CH:55][CH:56]=[CH:57][C:52]=2[N:51]=[C:50]1[NH:58][C:59]([C:61]1[CH:62]=[CH:63][CH:64]=[C:65]2[C:70]=1[CH2:69][N:68]([C:71]1[N:76]=[C:75]([C:77]([O:79]C(C)(C)C)=[O:78])[C:74]([CH2:84][CH2:85][CH2:86][O:87][C:88]3[CH:93]=[CH:92][C:91]([NH:94][CH:95]4[CH2:100][CH2:99][N:98]([CH3:101])[CH2:97][CH2:96]4)=[CH:90][CH:89]=3)=[CH:73][CH:72]=1)[CH2:67][CH2:66]2)=[O:60], predict the reaction product.